This data is from Forward reaction prediction with 1.9M reactions from USPTO patents (1976-2016). The task is: Predict the product of the given reaction. (1) Given the reactants [C:1]1([C:19]2[CH:24]=[CH:23][CH:22]=[CH:21][CH:20]=2)[CH:6]=[CH:5][C:4]([C:7]2[C:12]3=[N:13][S:14](=[O:18])(=[O:17])[CH2:15][CH2:16][N:11]3[CH:10]=[CH:9][CH:8]=2)=[CH:3][CH:2]=1, predict the reaction product. The product is: [C:1]1([C:19]2[CH:24]=[CH:23][CH:22]=[CH:21][CH:20]=2)[CH:2]=[CH:3][C:4]([CH:7]2[C:12]3=[N:13][S:14](=[O:17])(=[O:18])[CH2:15][CH2:16][N:11]3[CH2:10][CH2:9][CH2:8]2)=[CH:5][CH:6]=1. (2) Given the reactants [Si:1]([O:8][C@@H:9]1[CH2:13][NH:12][C:11](=[O:14])[CH2:10]1)([C:4]([CH3:7])([CH3:6])[CH3:5])([CH3:3])[CH3:2].[C:15](O[C:15]([O:17][C:18]([CH3:21])([CH3:20])[CH3:19])=[O:16])([O:17][C:18]([CH3:21])([CH3:20])[CH3:19])=[O:16].C(OCC)(=O)C, predict the reaction product. The product is: [C:18]([O:17][C:15]([N:12]1[CH2:13][C@@H:9]([O:8][Si:1]([C:4]([CH3:7])([CH3:6])[CH3:5])([CH3:3])[CH3:2])[CH2:10][C:11]1=[O:14])=[O:16])([CH3:21])([CH3:20])[CH3:19]. (3) Given the reactants [Cl:1][C:2]1[CH:3]=[CH:4][C:5]([O:25][CH:26]([F:28])[F:27])=[C:6]([C:8]2[C:12]([NH:13][C:14]([C:16]3[CH:17]=[N:18][N:19]4[CH:24]=[CH:23][CH:22]=[N:21][C:20]=34)=[O:15])=[CH:11][NH:10][N:9]=2)[CH:7]=1.[CH3:29][N:30]([CH3:46])[CH:31]1[CH2:36][CH2:35][N:34]([C:37]([C:39]2[CH:44]=[CH:43][C:42](I)=[CH:41][CH:40]=2)=[O:38])[CH2:33][CH2:32]1.C(=O)([O-])[O-].[K+].[K+].CN[C@@H]1CCCC[C@H]1NC, predict the reaction product. The product is: [ClH:1].[Cl:1][C:2]1[CH:3]=[CH:4][C:5]([O:25][CH:26]([F:28])[F:27])=[C:6]([C:8]2[C:12]([NH:13][C:14]([C:16]3[CH:17]=[N:18][N:19]4[CH:24]=[CH:23][CH:22]=[N:21][C:20]=34)=[O:15])=[CH:11][N:10]([C:42]3[CH:43]=[CH:44][C:39]([C:37]([N:34]4[CH2:33][CH2:32][CH:31]([N:30]([CH3:46])[CH3:29])[CH2:36][CH2:35]4)=[O:38])=[CH:40][CH:41]=3)[N:9]=2)[CH:7]=1. (4) Given the reactants [CH3:1][NH2:2].[CH2:3]([N:10]1[C:18]2[C:13](=[CH:14][CH:15]=[CH:16][CH:17]=2)[C:12]([C:19]2[O:20][C:21]([C:24](Cl)=[O:25])=[CH:22][CH:23]=2)=[N:11]1)[C:4]1[CH:9]=[CH:8][CH:7]=[CH:6][CH:5]=1, predict the reaction product. The product is: [CH2:3]([N:10]1[C:18]2[C:13](=[CH:14][CH:15]=[CH:16][CH:17]=2)[C:12]([C:19]2[O:20][C:21]([C:24](=[O:25])[NH:2][CH3:1])=[CH:22][CH:23]=2)=[N:11]1)[C:4]1[CH:9]=[CH:8][CH:7]=[CH:6][CH:5]=1. (5) Given the reactants CN(C=O)C.Br[C:7]1[CH:8]=[C:9]2[C:15]([C:16]3[O:17][C:18]([CH2:21][C:22]4[CH:27]=[CH:26][CH:25]=[C:24]([F:28])[CH:23]=4)=[N:19][N:20]=3)=[CH:14][NH:13][C:10]2=[N:11][CH:12]=1.[CH3:29][N:30]1[CH:34]=[C:33](B2OC(C)(C)C(C)(C)O2)[CH:32]=[N:31]1.C(=O)([O-])[O-].[Na+].[Na+], predict the reaction product. The product is: [F:28][C:24]1[CH:23]=[C:22]([CH:27]=[CH:26][CH:25]=1)[CH2:21][C:18]1[O:17][C:16]([C:15]2[C:9]3[C:10](=[N:11][CH:12]=[C:7]([C:33]4[CH:32]=[N:31][N:30]([CH3:29])[CH:34]=4)[CH:8]=3)[NH:13][CH:14]=2)=[N:20][N:19]=1. (6) Given the reactants Cl[C:2]1[C:7]([CH:8]=[CH2:9])=[CH:6][C:5]([F:10])=[CH:4][N:3]=1.CC(C)([O-])C.[Na+].C1C=CC(P(C2C(C3C(P(C4C=CC=CC=4)C4C=CC=CC=4)=CC=C4C=3C=CC=C4)=C3C(C=CC=C3)=CC=2)C2C=CC=CC=2)=CC=1.C(=[NH:76])(C1C=CC=CC=1)C1C=CC=CC=1.Cl, predict the reaction product. The product is: [CH:8]([C:7]1[C:2]([NH2:76])=[N:3][CH:4]=[C:5]([F:10])[CH:6]=1)=[CH2:9].